The task is: Predict the reactants needed to synthesize the given product.. This data is from Full USPTO retrosynthesis dataset with 1.9M reactions from patents (1976-2016). (1) Given the product [CH3:18][C:19]1[CH:26]=[C:25]([CH3:27])[CH:24]=[CH:23][C:20]=1[CH2:21][N:12]1[C:13]([CH3:17])([CH3:16])[C:14](=[O:15])[N:11]1[CH:2]1[CH:3]2[CH2:4][CH:5]3[CH2:6][CH:7]([CH2:8][CH:1]1[CH2:10]3)[CH2:9]2, predict the reactants needed to synthesize it. The reactants are: [CH:1]12[CH2:10][CH:5]3[CH2:6][CH:7]([CH2:9][CH:3]([CH2:4]3)[CH:2]1[N:11]1[C:14](=[O:15])[C:13]([CH3:17])([CH3:16])[NH:12]1)[CH2:8]2.[CH3:18][C:19]1[CH:26]=[C:25]([CH3:27])[CH:24]=[CH:23][C:20]=1[CH2:21]Br. (2) The reactants are: [CH3:1][N:2]([CH2:10][C:11]1[CH:19]=[CH:18][CH:17]=[C:16]2[C:12]=1[C:13]([CH3:26])=[N:14][N:15]2C1CCCCO1)C(=O)OC(C)(C)C. Given the product [CH3:1][NH:2][CH2:10][C:11]1[CH:19]=[CH:18][CH:17]=[C:16]2[C:12]=1[C:13]([CH3:26])=[N:14][NH:15]2, predict the reactants needed to synthesize it. (3) Given the product [CH3:1][O:2][C:3]1[CH:10]=[CH:9][C:6]([CH2:7][NH:18][CH2:17][C:16]2[CH:19]=[CH:20][C:13]([O:12][CH3:11])=[CH:14][CH:15]=2)=[CH:5][CH:4]=1, predict the reactants needed to synthesize it. The reactants are: [CH3:1][O:2][C:3]1[CH:10]=[CH:9][C:6]([CH:7]=O)=[CH:5][CH:4]=1.[CH3:11][O:12][C:13]1[CH:20]=[CH:19][C:16]([CH2:17][NH2:18])=[CH:15][CH:14]=1.[BH4-].[Na+]. (4) Given the product [CH2:1]([C:3]1[CH:11]=[C:10]([CH2:12][CH3:13])[C:9]([C:14]2[NH:18][C:17]([CH2:19][CH2:20][O:21][CH3:22])=[N:16][N:15]=2)=[CH:8][C:4]=1[C:5]([N:24]1[CH2:29][CH2:28][CH:27]([C:30]2[CH:37]=[CH:36][C:33]([C:34]#[N:35])=[CH:32][CH:31]=2)[CH2:26][CH2:25]1)=[O:7])[CH3:2], predict the reactants needed to synthesize it. The reactants are: [CH2:1]([C:3]1[CH:11]=[C:10]([CH2:12][CH3:13])[C:9]([C:14]2[NH:18][C:17]([CH2:19][CH2:20][O:21][CH3:22])=[N:16][N:15]=2)=[CH:8][C:4]=1[C:5]([OH:7])=O)[CH3:2].Cl.[NH:24]1[CH2:29][CH2:28][CH:27]([C:30]2[CH:37]=[CH:36][C:33]([C:34]#[N:35])=[CH:32][CH:31]=2)[CH2:26][CH2:25]1.CCN=C=NCCCN(C)C.Cl. (5) Given the product [Br:1][C:2]1[CH:3]=[C:4]2[C:9]([NH:10][C@H:11]3[C@@H:15]([CH3:16])[CH2:14][N:13]([C:17]([O:19][C:38]([CH3:41])([CH3:39])[CH3:37])=[O:18])[CH2:12]3)=[C:8]([C:27](=[O:29])[NH2:28])[CH:7]=[N:6][N:5]2[CH:30]=1, predict the reactants needed to synthesize it. The reactants are: [Br:1][C:2]1[CH:3]=[C:4]2[C:9]([NH:10][C@H:11]3[C@@H:15]([CH3:16])[CH2:14][N:13]([C:17]([O:19]CC4C=CC=CC=4)=[O:18])[CH2:12]3)=[C:8]([C:27](=[O:29])[NH2:28])[CH:7]=[N:6][N:5]2[CH:30]=1.BrC1C=C2[C:39](Cl)=[C:38]([C:41](N)=O)[CH:37]=NN2C=1.N[C@H]1[C@@H](C)CN(C(OCC2C=CC=CC=2)=O)C1.I[Si](C)(C)C.C(OC(OC(OC(C)(C)C)=O)=O)(C)(C)C.C(N(CC)C(C)C)(C)C. (6) Given the product [C:37]([O:40][C:41](=[O:42])[N:4]([CH2:3][CH2:2][F:1])[CH2:20][CH2:19][CH2:18][CH2:17][N:8]1[C:9](=[O:16])[C:10]2[C:15](=[CH:14][CH:13]=[CH:12][CH:11]=2)[C:7]1=[O:6])([CH3:39])([CH3:38])[CH3:36], predict the reactants needed to synthesize it. The reactants are: [F:1][CH2:2][CH2:3][NH2:4].Cl.[O:6]=[C:7]1[C:15]2[C:10](=[CH:11][CH:12]=[CH:13][CH:14]=2)[C:9](=[O:16])[N:8]1[CH2:17][CH2:18][CH2:19][CH:20]=O.[BH-](OC(C)=O)(OC(C)=O)OC(C)=O.[Na+].[CH3:36][C:37]([O:40][C:41](O[C:41]([O:40][C:37]([CH3:39])([CH3:38])[CH3:36])=[O:42])=[O:42])([CH3:39])[CH3:38].